The task is: Predict the reaction yield, written as a fraction of the theoretical maximum amount of product (1.0 means a 100% yield; for example, 0.34 means a 34% yield).. This data is from Reaction yield outcomes from USPTO patents with 853,638 reactions. (1) The product is [CH3:14][O:15][C:16](=[O:29])[CH:17]=[CH:18][C:19]1[CH:24]=[CH:23][CH:22]=[CH:21][C:20]=1[S:25](=[O:26])(=[O:27])[NH:1][C:2]1[CH:7]=[CH:6][CH:5]=[CH:4][CH:3]=1. The reactants are [NH2:1][C:2]1[CH:7]=[CH:6][CH:5]=[CH:4][CH:3]=1.N1C=CC=CC=1.[CH3:14][O:15][C:16](=[O:29])[CH:17]=[CH:18][C:19]1[CH:24]=[CH:23][CH:22]=[CH:21][C:20]=1[S:25](Cl)(=[O:27])=[O:26]. The yield is 0.600. The catalyst is ClCCl. (2) The reactants are C(=O)(O)O.[NH:5]([C:7](=[NH:9])[NH2:8])[NH2:6].[Cl:10][C:11]1[CH:12]=[C:13]([CH:17]=[CH:18][CH:19]=1)[C:14](Cl)=[O:15].[OH-].[Na+]. The catalyst is N1C=CC=CC=1.O. The product is [Cl:10][C:11]1[CH:12]=[C:13]([CH:17]=[CH:18][CH:19]=1)[C:14]([NH:6][NH:5][C:7](=[NH:8])[NH2:9])=[O:15]. The yield is 0.430. (3) The product is [O:24]1[C:23]2[CH:27]=[CH:28][C:20]([C:17]3([C:15]([NH:14][C:12]4[S:13][C:9]([CH:8]([C:3]5[CH:4]=[CH:5][CH:6]=[CH:7][C:2]=5[Cl:1])[N:42]5[CH2:46][CH2:45][C@@H:44]([OH:47])[CH2:43]5)=[CH:10][N:11]=4)=[O:16])[CH2:18][CH2:19]3)=[CH:21][C:22]=2[O:26][CH2:25]1. The catalyst is ClCCl. The reactants are [Cl:1][C:2]1[CH:7]=[CH:6][CH:5]=[CH:4][C:3]=1[CH:8](O)[C:9]1[S:13][C:12]([NH:14][C:15]([C:17]2([C:20]3[CH:28]=[CH:27][C:23]4[O:24][CH2:25][O:26][C:22]=4[CH:21]=3)[CH2:19][CH2:18]2)=[O:16])=[N:11][CH:10]=1.C(N(CC)CC)C.CS(Cl)(=O)=O.[NH:42]1[CH2:46][CH2:45][C@@H:44]([OH:47])[CH2:43]1. The yield is 0.333. (4) The reactants are [Cl:1][C:2]1[CH:7]=[C:6]([C:8]2[CH:13]=[C:12](Cl)[CH:11]=[CH:10][C:9]=2[O:15][CH3:16])[N:5]=[C:4]([NH2:17])[N:3]=1.ClC1C=C(Cl)N=C(N)N=1.[Br:27]C1C=CC(OC)=C(B(O)O)C=1. No catalyst specified. The product is [Cl:1][C:2]1[CH:7]=[C:6]([C:8]2[CH:13]=[C:12]([Br:27])[CH:11]=[CH:10][C:9]=2[O:15][CH3:16])[N:5]=[C:4]([NH2:17])[N:3]=1. The yield is 0.530. (5) The reactants are [CH3:1][C:2](OC(C)=O)=[O:3].[NH2:8][C:9]1[C:10]([C:26]([NH2:28])=[O:27])=[N:11][N:12]([CH2:15][C:16]2[C:24]([Br:25])=[CH:23][C:19]3[O:20][CH2:21][O:22][C:18]=3[CH:17]=2)[C:13]=1[CH3:14].O. The catalyst is C(Cl)Cl. The product is [C:2]([NH:8][C:9]1[C:10]([C:26]([NH2:28])=[O:27])=[N:11][N:12]([CH2:15][C:16]2[C:24]([Br:25])=[CH:23][C:19]3[O:20][CH2:21][O:22][C:18]=3[CH:17]=2)[C:13]=1[CH3:14])(=[O:3])[CH3:1]. The yield is 0.650. (6) The reactants are [F:1][C:2]([F:17])([F:16])[C:3]1[CH:4]=[C:5]([CH:9]=[C:10]([C:12]([F:15])([F:14])[F:13])[CH:11]=1)[C:6](Cl)=[O:7].[C:18]1([N:24]2[C:28]3([CH2:33][CH2:32][NH:31][CH2:30][CH2:29]3)[C:27](=[O:34])[NH:26][CH2:25]2)[CH:23]=[CH:22][CH:21]=[CH:20][CH:19]=1.C(N(CC)CC)C.O. The catalyst is ClCCl. The product is [F:1][C:2]([F:17])([F:16])[C:3]1[CH:4]=[C:5]([CH:9]=[C:10]([C:12]([F:15])([F:14])[F:13])[CH:11]=1)[C:6]([N:31]1[CH2:30][CH2:29][C:28]2([N:24]([C:18]3[CH:23]=[CH:22][CH:21]=[CH:20][CH:19]=3)[CH2:25][NH:26][C:27]2=[O:34])[CH2:33][CH2:32]1)=[O:7]. The yield is 0.890. (7) The reactants are O=[C:2]1[CH:7]=[CH:6][N:5]2[N:8]=[CH:9][C:10]([C:11]([O:13][CH2:14][CH3:15])=[O:12])=[C:4]2[NH:3]1.P(Cl)(Cl)([Cl:18])=O. No catalyst specified. The product is [Cl:18][C:2]1[CH:7]=[CH:6][N:5]2[N:8]=[CH:9][C:10]([C:11]([O:13][CH2:14][CH3:15])=[O:12])=[C:4]2[N:3]=1. The yield is 0.940.